This data is from Forward reaction prediction with 1.9M reactions from USPTO patents (1976-2016). The task is: Predict the product of the given reaction. (1) Given the reactants [CH:1]1([CH:7]([N:19]2[C:23]3[CH:24]=[C:25]([F:29])[C:26]([F:28])=[CH:27][C:22]=3[N:21]=[C:20]2[C:30]2[C:31]([O:38][CH3:39])=[N:32][C:33]([O:36][CH3:37])=[CH:34][CH:35]=2)[CH2:8]OC2C=CC(C(O)=O)=CN=2)[CH2:6][CH2:5][CH2:4][CH2:3][CH2:2]1.[CH3:40][O:41][C:42](=[O:52])[C:43]1[CH:48]=[C:47]([CH3:49])[C:46]([OH:50])=[C:45]([CH3:51])[CH:44]=1, predict the reaction product. The product is: [CH3:40][O:41][C:42](=[O:52])[C:43]1[CH:48]=[C:47]([CH3:49])[C:46]([O:50][CH2:8][CH:7]([CH:1]2[CH2:6][CH2:5][CH2:4][CH2:3][CH2:2]2)[N:19]2[C:23]3[CH:24]=[C:25]([F:29])[C:26]([F:28])=[CH:27][C:22]=3[N:21]=[C:20]2[C:30]2[C:31]([O:38][CH3:39])=[N:32][C:33]([O:36][CH3:37])=[CH:34][CH:35]=2)=[C:45]([CH3:51])[CH:44]=1. (2) Given the reactants [Cl:1][C:2]1[CH:7]=[CH:6][CH:5]=[C:4]([Cl:8])[C:3]=1[N:9]1[C:14](=[O:15])[C:13]2[CH:16]=[N:17][C:18]([NH:20][C:21]3[CH:30]=[C:29]4[C:24]([C:25]5([CH2:39][CH2:38]5)[CH2:26][N:27](C(OC(C)(C)C)=O)[CH2:28]4)=[CH:23][CH:22]=3)=[N:19][C:12]=2[N:11]2[CH:40]=[CH:41][N:42]=[C:10]12.C(O)(C(F)(F)F)=O, predict the reaction product. The product is: [Cl:8][C:4]1[CH:5]=[CH:6][CH:7]=[C:2]([Cl:1])[C:3]=1[N:9]1[C:14](=[O:15])[C:13]2[CH:16]=[N:17][C:18]([NH:20][C:21]3[CH:30]=[C:29]4[C:24]([C:25]5([CH2:38][CH2:39]5)[CH2:26][NH:27][CH2:28]4)=[CH:23][CH:22]=3)=[N:19][C:12]=2[N:11]2[CH:40]=[CH:41][N:42]=[C:10]12.